Dataset: NCI-60 drug combinations with 297,098 pairs across 59 cell lines. Task: Regression. Given two drug SMILES strings and cell line genomic features, predict the synergy score measuring deviation from expected non-interaction effect. (1) Drug 1: C1=NC(=NC(=O)N1C2C(C(C(O2)CO)O)O)N. Drug 2: COC1=C2C(=CC3=C1OC=C3)C=CC(=O)O2. Cell line: SNB-19. Synergy scores: CSS=15.6, Synergy_ZIP=-3.92, Synergy_Bliss=-0.786, Synergy_Loewe=-32.1, Synergy_HSA=-1.97. (2) Drug 1: C1CC(=O)NC(=O)C1N2CC3=C(C2=O)C=CC=C3N. Drug 2: CCC1=CC2CC(C3=C(CN(C2)C1)C4=CC=CC=C4N3)(C5=C(C=C6C(=C5)C78CCN9C7C(C=CC9)(C(C(C8N6C)(C(=O)OC)O)OC(=O)C)CC)OC)C(=O)OC.C(C(C(=O)O)O)(C(=O)O)O. Cell line: NCI-H522. Synergy scores: CSS=48.4, Synergy_ZIP=-3.26, Synergy_Bliss=-4.34, Synergy_Loewe=-31.3, Synergy_HSA=-2.64. (3) Drug 1: CN1CCC(CC1)COC2=C(C=C3C(=C2)N=CN=C3NC4=C(C=C(C=C4)Br)F)OC. Drug 2: CC1=CC=C(C=C1)C2=CC(=NN2C3=CC=C(C=C3)S(=O)(=O)N)C(F)(F)F. Cell line: HOP-62. Synergy scores: CSS=4.78, Synergy_ZIP=0.205, Synergy_Bliss=4.65, Synergy_Loewe=2.52, Synergy_HSA=3.54. (4) Drug 1: CC1=C2C(C(=O)C3(C(CC4C(C3C(C(C2(C)C)(CC1OC(=O)C(C(C5=CC=CC=C5)NC(=O)OC(C)(C)C)O)O)OC(=O)C6=CC=CC=C6)(CO4)OC(=O)C)OC)C)OC. Drug 2: C1CCC(CC1)NC(=O)N(CCCl)N=O. Cell line: HCT-15. Synergy scores: CSS=84.0, Synergy_ZIP=19.5, Synergy_Bliss=18.2, Synergy_Loewe=14.0, Synergy_HSA=20.0. (5) Drug 1: CN(C)C1=NC(=NC(=N1)N(C)C)N(C)C. Synergy scores: CSS=42.0, Synergy_ZIP=0.738, Synergy_Bliss=0.708, Synergy_Loewe=-24.6, Synergy_HSA=-0.628. Drug 2: CC1C(C(CC(O1)OC2CC(CC3=C2C(=C4C(=C3O)C(=O)C5=C(C4=O)C(=CC=C5)OC)O)(C(=O)CO)O)N)O.Cl. Cell line: SF-268.